This data is from NCI-60 drug combinations with 297,098 pairs across 59 cell lines. The task is: Regression. Given two drug SMILES strings and cell line genomic features, predict the synergy score measuring deviation from expected non-interaction effect. (1) Drug 1: CS(=O)(=O)OCCCCOS(=O)(=O)C. Drug 2: CC12CCC3C(C1CCC2OP(=O)(O)O)CCC4=C3C=CC(=C4)OC(=O)N(CCCl)CCCl.[Na+]. Cell line: CCRF-CEM. Synergy scores: CSS=49.4, Synergy_ZIP=1.66, Synergy_Bliss=1.08, Synergy_Loewe=-24.7, Synergy_HSA=0.990. (2) Drug 1: C1CC(=O)NC(=O)C1N2CC3=C(C2=O)C=CC=C3N. Drug 2: C1=NC2=C(N=C(N=C2N1C3C(C(C(O3)CO)O)O)F)N. Cell line: HCT116. Synergy scores: CSS=2.39, Synergy_ZIP=-5.14, Synergy_Bliss=-9.16, Synergy_Loewe=-8.08, Synergy_HSA=-8.03. (3) Drug 1: C1=NC2=C(N1)C(=S)N=C(N2)N. Drug 2: C(CN)CNCCSP(=O)(O)O. Cell line: PC-3. Synergy scores: CSS=22.2, Synergy_ZIP=-9.48, Synergy_Bliss=-0.950, Synergy_Loewe=-28.6, Synergy_HSA=-1.82. (4) Drug 1: C1CN1P(=S)(N2CC2)N3CC3. Drug 2: CCC1(CC2CC(C3=C(CCN(C2)C1)C4=CC=CC=C4N3)(C5=C(C=C6C(=C5)C78CCN9C7C(C=CC9)(C(C(C8N6C)(C(=O)OC)O)OC(=O)C)CC)OC)C(=O)OC)O.OS(=O)(=O)O. Cell line: HOP-92. Synergy scores: CSS=4.31, Synergy_ZIP=-3.13, Synergy_Bliss=0.234, Synergy_Loewe=-3.21, Synergy_HSA=-2.69.